From a dataset of Reaction yield outcomes from USPTO patents with 853,638 reactions. Predict the reaction yield, written as a fraction of the theoretical maximum amount of product (1.0 means a 100% yield; for example, 0.34 means a 34% yield). (1) The reactants are Br[C:2]1[C:10]([N+:11]([O-:13])=[O:12])=[CH:9][C:8]([Br:14])=[CH:7][C:3]=1[C:4]([OH:6])=[O:5].[Cl:15][C:16]1[CH:23]=[CH:22][CH:21]=[CH:20][C:17]=1[CH2:18][NH2:19].[OH-].[Na+].CCOCC. The catalyst is C1(C)C=CC=CC=1. The product is [Br:14][C:8]1[CH:9]=[C:10]([N+:11]([O-:13])=[O:12])[C:2]([NH:19][CH2:18][C:17]2[CH:20]=[CH:21][CH:22]=[CH:23][C:16]=2[Cl:15])=[C:3]([CH:7]=1)[C:4]([OH:6])=[O:5]. The yield is 0.615. (2) The reactants are [CH3:1][O:2][C:3]1[N:8]=[C:7]2[CH:9]=[CH:10][N:11]([Si:12]([CH:19]([CH3:21])[CH3:20])([CH:16]([CH3:18])[CH3:17])[CH:13]([CH3:15])[CH3:14])[C:6]2=[CH:5][C:4]=1B(O)O.C(=O)([O-])[O-].[Na+].[Na+].[Cl-].[Li+].FC(F)(F)S(O[C:39]1[CH2:44][CH2:43][N:42]([C:45]([O:47][C:48]([CH3:51])([CH3:50])[CH3:49])=[O:46])[CH2:41][CH:40]=1)(=O)=O. The catalyst is C1C=CC([P]([Pd]([P](C2C=CC=CC=2)(C2C=CC=CC=2)C2C=CC=CC=2)([P](C2C=CC=CC=2)(C2C=CC=CC=2)C2C=CC=CC=2)[P](C2C=CC=CC=2)(C2C=CC=CC=2)C2C=CC=CC=2)(C2C=CC=CC=2)C2C=CC=CC=2)=CC=1.O.O1CCOCC1. The product is [CH3:1][O:2][C:3]1[N:8]=[C:7]2[CH:9]=[CH:10][N:11]([Si:12]([CH:19]([CH3:21])[CH3:20])([CH:16]([CH3:18])[CH3:17])[CH:13]([CH3:15])[CH3:14])[C:6]2=[CH:5][C:4]=1[C:39]1[CH2:44][CH2:43][N:42]([C:45]([O:47][C:48]([CH3:51])([CH3:50])[CH3:49])=[O:46])[CH2:41][CH:40]=1. The yield is 0.800. (3) The reactants are F[C:2]1[CH:10]=[CH:9][C:8]([CH2:11][C:12]2[C:21]3[C:16](=[CH:17][CH:18]=[CH:19][CH:20]=3)[C:15](=[O:22])[NH:14][N:13]=2)=[CH:7][C:3]=1[C:4]([OH:6])=O.[CH3:23][O:24][CH:25]1[CH2:30][CH2:29][NH:28][CH2:27][CH2:26]1.C(N(CC)CC)C. The catalyst is CN(C=O)C. The product is [CH3:23][O:24][CH:25]1[CH2:30][CH2:29][N:28]([C:4]([C:3]2[CH:7]=[C:8]([CH:9]=[CH:10][CH:2]=2)[CH2:11][C:12]2[C:21]3[C:16](=[CH:17][CH:18]=[CH:19][CH:20]=3)[C:15](=[O:22])[NH:14][N:13]=2)=[O:6])[CH2:27][CH2:26]1. The yield is 0.780. (4) The reactants are [CH3:1][C:2]1([CH3:14])[O:6][C:5](=[O:7])[NH:4][C@H:3]1[C:8]1[CH:13]=[CH:12][CH:11]=[CH:10][CH:9]=1.[F:15][C:16]1[CH:21]=[CH:20][C:19](I)=[CH:18][N:17]=1.P([O-])([O-])([O-])=O.[K+].[K+].[K+].CNCCNC. The catalyst is [Cu]I.O.O1CCOCC1. The product is [F:15][C:16]1[N:17]=[CH:18][C:19]([N:4]2[C@@H:3]([C:8]3[CH:9]=[CH:10][CH:11]=[CH:12][CH:13]=3)[C:2]([CH3:14])([CH3:1])[O:6][C:5]2=[O:7])=[CH:20][CH:21]=1. The yield is 0.726. (5) The reactants are [CH2:1]([S:7][S:8][CH2:9][C:10]1[O:14][CH:13]=[CH:12][CH:11]=1)[C:2]1[O:6][CH:5]=[CH:4][CH:3]=1.C1C=C(Cl)C=C(C(OO)=[O:23])C=1. The catalyst is C(Cl)Cl. The product is [O:14]1[CH:13]=[CH:12][CH:11]=[C:10]1[CH2:9][S:8](=[O:23])[S:7][CH2:1][C:2]1[O:6][CH:5]=[CH:4][CH:3]=1. The yield is 0.0500. (6) The reactants are [OH:1][CH2:2][CH2:3][CH:4]1[NH:9][CH2:8][CH:7]([C:10]([O:12][CH3:13])=[O:11])[CH2:6][CH2:5]1.[CH3:14][C:15]([O:18][C:19](O[C:19]([O:18][C:15]([CH3:17])([CH3:16])[CH3:14])=[O:20])=[O:20])([CH3:17])[CH3:16].C1COCC1. The catalyst is C([O-])(O)=O.[Na+]. The product is [OH:1][CH2:2][CH2:3][CH:4]1[N:9]([C:19]([O:18][C:15]([CH3:17])([CH3:16])[CH3:14])=[O:20])[CH2:8][CH:7]([C:10]([O:12][CH3:13])=[O:11])[CH2:6][CH2:5]1. The yield is 0.600. (7) The reactants are [I-].[K+].Cl[CH2:4][CH2:5][CH2:6][OH:7].[CH3:8][C@H:9]1[CH2:14][CH2:13][CH2:12][C@@H:11]([CH3:15])[NH:10]1. No catalyst specified. The product is [CH3:8][C@H:9]1[CH2:14][CH2:13][CH2:12][C@@H:11]([CH3:15])[N:10]1[CH2:4][CH2:5][CH2:6][OH:7]. The yield is 0.470. (8) The reactants are O[Li].O.SCC(O)=O.[CH2:9]([O:16][N:17]([C@H:30]1[CH2:35][N:34]([C:36]([O:38][C:39]([CH3:42])([CH3:41])[CH3:40])=[O:37])[C@H:33]([C:43]([O:45][CH2:46][CH3:47])=[O:44])[CH2:32][CH2:31]1)S(C1C=CC=CC=1[N+]([O-])=O)(=O)=O)[C:10]1[CH:15]=[CH:14][CH:13]=[CH:12][CH:11]=1. The catalyst is CN(C=O)C.O. The product is [CH2:9]([O:16][NH:17][C@H:30]1[CH2:35][N:34]([C:36]([O:38][C:39]([CH3:41])([CH3:42])[CH3:40])=[O:37])[C@H:33]([C:43]([O:45][CH2:46][CH3:47])=[O:44])[CH2:32][CH2:31]1)[C:10]1[CH:15]=[CH:14][CH:13]=[CH:12][CH:11]=1. The yield is 0.850.